From a dataset of Reaction yield outcomes from USPTO patents with 853,638 reactions. Predict the reaction yield, written as a fraction of the theoretical maximum amount of product (1.0 means a 100% yield; for example, 0.34 means a 34% yield). (1) The reactants are CCN(C(C)C)C(C)C.[OH:43][CH2:42][C@H:37]([NH:36][C:28]1[C:29]2[S:34][C:33](=[O:35])[NH:32][C:30]=2[N:31]=[C:26]([S:25][S:25][C:26]2[N:27]=[C:28]([NH:36][C@@H:37]([CH2:42][OH:43])[CH2:38][CH:39]([CH3:41])[CH3:40])[C:29]3[S:34][C:33](=[O:35])[NH:32][C:30]=3[N:31]=2)[N:27]=1)[CH2:38][CH:39]([CH3:41])[CH3:40].Cl[C@@H:49]([C:51]1[CH:52]=[C:53]([CH:56]=[CH:57][N:58]=1)[C:54]#[N:55])[CH3:50]. No catalyst specified. The product is [OH:43][CH2:42][C@H:37]([NH:36][C:28]1[C:29]2[S:34][C:33](=[O:35])[NH:32][C:30]=2[N:31]=[C:26]([S:25][C@H:49]([C:51]2[CH:52]=[C:53]([CH:56]=[CH:57][N:58]=2)[C:54]#[N:55])[CH3:50])[N:27]=1)[CH2:38][CH:39]([CH3:40])[CH3:41]. The yield is 0.360. (2) The reactants are [Cl:1][C:2]1[CH:27]=[CH:26][C:5]([O:6][CH2:7][C@H:8]([O:21]S(C)(=O)=O)[CH2:9][N:10]2[C:14](=[O:15])[C:13]3=[CH:16][CH:17]=[CH:18][CH:19]=[C:12]3[C:11]2=[O:20])=[C:4](OC(=O)C)[CH:3]=1.C(=O)([O-])[O-].[Na+].[Na+].CO. The catalyst is C(OCC)(=O)C. The product is [Cl:1][C:2]1[CH:27]=[CH:26][C:5]2[O:6][CH2:7][C@H:8]([CH2:9][N:10]3[C:14](=[O:15])[C:13]4=[CH:16][CH:17]=[CH:18][CH:19]=[C:12]4[C:11]3=[O:20])[O:21][C:4]=2[CH:3]=1. The yield is 0.700. (3) The reactants are [CH3:1]/[C:2](/[CH2:6][CH2:7][CH:8]=[C:9]([CH3:11])[CH3:10])=[CH:3]\[CH2:4][NH2:5].C(N(CC)CC)C.[C:19](Cl)(=[O:21])[CH3:20]. The catalyst is C1COCC1. The product is [CH3:1]/[C:2](/[CH2:6][CH2:7][CH:8]=[C:9]([CH3:11])[CH3:10])=[CH:3]\[CH2:4][NH:5][C:19](=[O:21])[CH3:20]. The yield is 0.800. (4) The reactants are [CH3:1][O:2][C:3](=[O:16])[C:4]1[CH:9]=[C:8](I)[C:7]([C:11]([F:14])([F:13])[F:12])=[CH:6][C:5]=1[NH2:15].[CH3:17][N:18]1[CH:22]=[C:21](B2OC(C)(C)C(C)(C)O2)[CH:20]=[N:19]1.C([O-])([O-])=O.[K+].[K+].C1(P(C2C=CC=CC=2)C2C=CC=CC=2)C=CC=CC=1. The catalyst is O1CCOCC1. The product is [CH3:1][O:2][C:3](=[O:16])[C:4]1[CH:9]=[C:8]([C:21]2[CH:20]=[N:19][N:18]([CH3:17])[CH:22]=2)[C:7]([C:11]([F:14])([F:13])[F:12])=[CH:6][C:5]=1[NH2:15]. The yield is 0.660. (5) The reactants are [BH4-].[Na+].B(OC)(OC)OC.[F:10][C:11]1[CH:30]=[CH:29][C:14]([C:15]([C:17]2[CH:25]=[CH:24][C:20]([C:21](O)=[O:22])=[CH:19][C:18]=2[C:26](O)=[O:27])=O)=[CH:13][CH:12]=1.O. The catalyst is C1COCC1. The product is [F:10][C:11]1[CH:30]=[CH:29][C:14]([CH:15]2[C:17]3[C:18](=[CH:19][C:20]([CH2:21][OH:22])=[CH:24][CH:25]=3)[CH2:26][O:27]2)=[CH:13][CH:12]=1. The yield is 0.810. (6) The reactants are C(OC([N:8]([CH2:44][C:45]([OH:47])=[O:46])[C:9]1[CH:14]=[CH:13][CH:12]=[C:11]([NH:15][C:16](=[O:43])[CH2:17][N:18]2[N:24]=[C:23]([CH:25]3[CH2:30][CH2:29][CH2:28][CH2:27][CH2:26]3)[C:22]3[CH:31]=[CH:32][CH:33]=[CH:34][C:21]=3[N:20]([CH2:35][C:36](=[O:41])[C:37]([CH3:40])([CH3:39])[CH3:38])[C:19]2=[O:42])[CH:10]=1)=O)(C)(C)C. The catalyst is FC(F)(F)C(O)=O. The product is [CH:25]1([C:23]2[C:22]3[CH:31]=[CH:32][CH:33]=[CH:34][C:21]=3[N:20]([CH2:35][C:36](=[O:41])[C:37]([CH3:40])([CH3:39])[CH3:38])[C:19](=[O:42])[N:18]([CH2:17][C:16]([NH:15][C:11]3[CH:10]=[C:9]([NH:8][CH2:44][C:45]([OH:47])=[O:46])[CH:14]=[CH:13][CH:12]=3)=[O:43])[N:24]=2)[CH2:26][CH2:27][CH2:28][CH2:29][CH2:30]1. The yield is 0.730. (7) The reactants are [H-].[Na+].[CH2:3]([O:10][C:11]1[CH:12]=[CH:13][C:14]([NH:17][C:18]2[CH:23]=[CH:22][CH:21]=[CH:20][N:19]=2)=[N:15][CH:16]=1)[C:4]1[CH:9]=[CH:8][CH:7]=[CH:6][CH:5]=1.Br[CH2:25][CH2:26][CH2:27][CH2:28][CH2:29][CH2:30][C:31]([O:33][CH2:34][CH3:35])=[O:32].[O-]S([O-])(=S)=O.[Na+].[Na+]. The catalyst is CN(C=O)C.CCOC(C)=O. The product is [CH2:34]([O:33][C:31](=[O:32])[CH2:30][CH2:29][CH2:28][CH2:27][CH2:26][CH2:25][N:17]([C:14]1[CH:13]=[CH:12][C:11]([O:10][CH2:3][C:4]2[CH:5]=[CH:6][CH:7]=[CH:8][CH:9]=2)=[CH:16][N:15]=1)[C:18]1[CH:23]=[CH:22][CH:21]=[CH:20][N:19]=1)[CH3:35]. The yield is 0.560. (8) The reactants are Cl.[N:2]1[CH:7]=[CH:6][CH:5]=[C:4]([S:8](Cl)(=[O:10])=[O:9])[CH:3]=1.Cl.[NH2:13][CH2:14][CH2:15][CH2:16][CH2:17][CH2:18][C:19]([O:21][CH3:22])=[O:20].C(N(CC)CC)C. The catalyst is C(#N)C. The product is [CH3:22][O:21][C:19](=[O:20])[CH2:18][CH2:17][CH2:16][CH2:15][CH2:14][NH:13][S:8]([C:4]1[CH:3]=[N:2][CH:7]=[CH:6][CH:5]=1)(=[O:10])=[O:9]. The yield is 0.760. (9) The reactants are CN(C(ON1N=NC2C=CC=CC1=2)=[N+](C)C)C.[B-](F)(F)(F)F.[F:23][C:24]1[CH:25]=[C:26]([N:31]2[CH2:35][CH2:34][CH2:33][CH:32]2[C:36]2[CH:37]=[C:38]([C:53](O)=[O:54])[CH:39]=[C:40]3[C:45]=2[O:44][C:43]([N:46]2[CH2:51][CH2:50][O:49][CH2:48][CH2:47]2)=[CH:42][C:41]3=[O:52])[CH:27]=[C:28]([F:30])[CH:29]=1.CCN(C(C)C)C(C)C.Cl.[NH:66]1[CH2:71][CH2:70][S:69](=[O:72])[CH2:68][CH2:67]1. The catalyst is C(Cl)Cl. The product is [F:30][C:28]1[CH:27]=[C:26]([N:31]2[CH2:35][CH2:34][CH2:33][CH:32]2[C:36]2[CH:37]=[C:38]([C:53]([N:66]3[CH2:71][CH2:70][S:69](=[O:72])[CH2:68][CH2:67]3)=[O:54])[CH:39]=[C:40]3[C:45]=2[O:44][C:43]([N:46]2[CH2:51][CH2:50][O:49][CH2:48][CH2:47]2)=[CH:42][C:41]3=[O:52])[CH:25]=[C:24]([F:23])[CH:29]=1. The yield is 0.570.